This data is from Reaction yield outcomes from USPTO patents with 853,638 reactions. The task is: Predict the reaction yield, written as a fraction of the theoretical maximum amount of product (1.0 means a 100% yield; for example, 0.34 means a 34% yield). (1) The reactants are [O:1]=[S:2]1(=[O:28])[CH2:6][CH2:5][CH2:4][N:3]1[C:7]1[CH:12]=[CH:11][C:10]([C:13]2[N:14]([CH2:26][CH3:27])[C:15]3[C:20]([C:21]=2[C:22]#[N:23])=[CH:19][CH:18]=[C:17]([O:24]C)[CH:16]=3)=[CH:9][CH:8]=1.B(Br)(Br)Br. The catalyst is C(Cl)Cl. The product is [O:28]=[S:2]1(=[O:1])[CH2:6][CH2:5][CH2:4][N:3]1[C:7]1[CH:8]=[CH:9][C:10]([C:13]2[N:14]([CH2:26][CH3:27])[C:15]3[C:20]([C:21]=2[C:22]#[N:23])=[CH:19][CH:18]=[C:17]([OH:24])[CH:16]=3)=[CH:11][CH:12]=1. The yield is 1.00. (2) The reactants are [CH2:1]([O:3][C:4]1[CH2:9][CH2:8][CH:7]([CH2:10][CH2:11][CH2:12][OH:13])[C:6](=[O:14])[CH:5]=1)[CH3:2].CCN(CC)CC.[CH3:22][N:23]1C(=O)O[C:26](=[O:27])[C:25]2=[CH:31][CH:32]=[CH:33][CH:34]=[C:24]12.O. The catalyst is CN(C1C=CN=CC=1)C.CN(C=O)C. The product is [CH3:22][NH:23][C:24]1[CH:34]=[CH:33][CH:32]=[CH:31][C:25]=1[C:26]([O:13][CH2:12][CH2:11][CH2:10][CH:7]1[CH2:8][CH2:9][C:4]([O:3][CH2:1][CH3:2])=[CH:5][C:6]1=[O:14])=[O:27]. The yield is 0.450. (3) The yield is 0.560. No catalyst specified. The reactants are C(N)C1C=CC=CC=1.[NH:9]1[CH2:14][CH2:13][CH:12]([CH2:15][O:16][C:17]2[CH:26]=[CH:25][CH:24]=[C:23]3[C:18]=2[C:19]([NH2:28])=[N:20][C:21]([NH2:27])=[N:22]3)[CH2:11][CH2:10]1.[Cl:29][C:30]1[CH:37]=[CH:36][C:33]([CH2:34]Br)=[CH:32][CH:31]=1.Cl.O1CCOCC1. The product is [ClH:29].[Cl:29][C:30]1[CH:37]=[CH:36][C:33]([CH2:34][N:9]2[CH2:14][CH2:13][CH:12]([CH2:15][O:16][C:17]3[CH:26]=[CH:25][CH:24]=[C:23]4[C:18]=3[C:19]([NH2:28])=[N:20][C:21]([NH2:27])=[N:22]4)[CH2:11][CH2:10]2)=[CH:32][CH:31]=1.